The task is: Regression. Given a peptide amino acid sequence and an MHC pseudo amino acid sequence, predict their binding affinity value. This is MHC class I binding data.. This data is from Peptide-MHC class I binding affinity with 185,985 pairs from IEDB/IMGT. (1) The peptide sequence is YHLGGIEGL. The MHC is HLA-A02:01 with pseudo-sequence HLA-A02:01. The binding affinity (normalized) is 0.820. (2) The peptide sequence is GELLWKGEGAV. The MHC is Mamu-B01 with pseudo-sequence Mamu-B01. The binding affinity (normalized) is 0. (3) The peptide sequence is IGMNSRSTSL. The MHC is HLA-B08:01 with pseudo-sequence HLA-B08:01. The binding affinity (normalized) is 0.568. (4) The peptide sequence is DISKLTNFK. The MHC is HLA-A03:01 with pseudo-sequence HLA-A03:01. The binding affinity (normalized) is 0.384. (5) The peptide sequence is GFTATICLK. The MHC is HLA-A31:01 with pseudo-sequence HLA-A31:01. The binding affinity (normalized) is 0.311. (6) The MHC is HLA-B38:01 with pseudo-sequence HLA-B38:01. The binding affinity (normalized) is 0.150. The peptide sequence is FPYSTFPII.